From a dataset of Reaction yield outcomes from USPTO patents with 853,638 reactions. Predict the reaction yield, written as a fraction of the theoretical maximum amount of product (1.0 means a 100% yield; for example, 0.34 means a 34% yield). (1) The reactants are F[P-](F)(F)(F)(F)F.N1(O[P+](N2CCCC2)(N2CCCC2)N2CCCC2)C2C=CC=CC=2N=N1.Cl.[NH2:35][CH:36]([C:38]1[NH:39][C:40]([C:46]2[CH:55]=[CH:54][CH:53]=[C:52]3[C:47]=2[N:48]=[C:49]([NH:57][CH2:58][C:59]([F:62])([F:61])[F:60])[C:50]([CH3:56])=[N:51]3)=[CH:41][C:42]=1[C:43](O)=[O:44])[CH3:37].CCN(C(C)C)C(C)C. The catalyst is C(Cl)Cl.CN(C=O)C. The product is [CH3:37][CH:36]1[C:38]2[NH:39][C:40]([C:46]3[CH:55]=[CH:54][CH:53]=[C:52]4[C:47]=3[N:48]=[C:49]([NH:57][CH2:58][C:59]([F:60])([F:61])[F:62])[C:50]([CH3:56])=[N:51]4)=[CH:41][C:42]=2[C:43](=[O:44])[NH:35]1. The yield is 0.420. (2) The reactants are [OH:1][C:2]1[CH:3]=[C:4]([CH:7]=[CH:8][CH:9]=1)[CH:5]=[O:6].Cl[C:11]1[N:16]=[CH:15][CH:14]=[CH:13][N:12]=1.C([O-])([O-])=O.[K+].[K+].O. The catalyst is CS(C)=O. The product is [N:12]1[CH:13]=[CH:14][CH:15]=[N:16][C:11]=1[O:1][C:2]1[CH:3]=[C:4]([CH:7]=[CH:8][CH:9]=1)[CH:5]=[O:6]. The yield is 0.710. (3) The catalyst is N1C=CC=CC=1. The product is [NH2:1][C:2]1[C:11]([C:12]([NH:15][C:16]2[CH:17]=[N:18][CH:19]=[C:20]([F:35])[C:21]=2[N:22]2[CH2:27][CH2:26][CH:25]([C:28]([O:30][C:31]([CH3:33])([CH3:32])[CH3:34])=[O:29])[CH2:24][CH2:23]2)=[O:13])=[C:5]2[N:6]=[CH:7][C:8]([F:10])=[CH:9][N:4]2[N:3]=1. The yield is 0.730. The reactants are [NH2:1][C:2]1[C:11]([C:12](Cl)=[O:13])=[C:5]2[N:6]=[CH:7][C:8]([F:10])=[CH:9][N:4]2[N:3]=1.[NH2:15][C:16]1[CH:17]=[N:18][CH:19]=[C:20]([F:35])[C:21]=1[N:22]1[CH2:27][CH2:26][CH:25]([C:28]([O:30][C:31]([CH3:34])([CH3:33])[CH3:32])=[O:29])[CH2:24][CH2:23]1.C(O)C. (4) The reactants are [Cl:1][C:2]1[CH:3]=[CH:4][C:5]([CH3:11])=[C:6]([CH:10]=1)C(O)=O.C(Cl)(=O)C(Cl)=[O:14].Cl.CNC.[CH3:22][N:23]([CH3:25])[CH3:24]. The catalyst is CN(C)C=O.ClCCl. The product is [Cl:1][C:2]1[CH:3]=[CH:4][C:5]([CH3:11])=[CH:6][C:10]=1[C:22]([N:23]([CH3:25])[CH3:24])=[O:14]. The yield is 1.00.